Dataset: Reaction yield outcomes from USPTO patents with 853,638 reactions. Task: Predict the reaction yield, written as a fraction of the theoretical maximum amount of product (1.0 means a 100% yield; for example, 0.34 means a 34% yield). (1) The reactants are [CH:1]1([C:6]2[C:14]3[C:9](=[CH:10][C:11]([C:15](OC)=[O:16])=[CH:12][CH:13]=3)[N:8]([CH3:19])[CH:7]=2)[CH2:5][CH2:4][CH2:3][CH2:2]1.[CH3:20][CH:21]([CH3:23])[O-:22].[Li+].O. The catalyst is CC(O)C. The product is [CH:1]1([C:6]2[C:14]3[C:9](=[CH:10][C:11]([C:15]([O:22][CH:21]([CH3:23])[CH3:20])=[O:16])=[CH:12][CH:13]=3)[N:8]([CH3:19])[CH:7]=2)[CH2:2][CH2:3][CH2:4][CH2:5]1. The yield is 0.950. (2) The reactants are C1(P(=[CH:20][C:21]([O:23][CH3:24])=[O:22])(C2C=CC=CC=2)C2C=CC=CC=2)C=CC=CC=1.[CH2:25]([N:27]([C:38]1[CH:39]=[C:40]([C:44]2[CH:49]=[CH:48][C:47](C=O)=[CH:46][CH:45]=2)[CH:41]=[CH:42][CH:43]=1)[C:28]([NH:30][CH2:31][CH2:32][CH2:33][CH2:34][CH2:35][CH2:36][CH3:37])=[O:29])[CH3:26].[C:52]1(C)C=CC=CC=1. No catalyst specified. The product is [CH2:25]([N:27]([C:38]1[CH:39]=[C:40]([C:44]2[CH:49]=[CH:48][C:47](/[CH:52]=[CH:20]/[C:21]([O:23][CH3:24])=[O:22])=[CH:46][CH:45]=2)[CH:41]=[CH:42][CH:43]=1)[C:28]([NH:30][CH2:31][CH2:32][CH2:33][CH2:34][CH2:35][CH2:36][CH3:37])=[O:29])[CH3:26]. The yield is 0.910.